This data is from Full USPTO retrosynthesis dataset with 1.9M reactions from patents (1976-2016). The task is: Predict the reactants needed to synthesize the given product. Given the product [F:26][C:9]([F:8])([F:25])[CH2:10][O:11][CH:12]1[CH2:17][CH2:16][NH:15][CH2:14][CH2:13]1, predict the reactants needed to synthesize it. The reactants are: FC(F)(F)C(O)=O.[F:8][C:9]([F:26])([F:25])[CH2:10][O:11][CH:12]1[CH2:17][CH2:16][N:15](C(OC(C)(C)C)=O)[CH2:14][CH2:13]1.